The task is: Predict the reaction yield, written as a fraction of the theoretical maximum amount of product (1.0 means a 100% yield; for example, 0.34 means a 34% yield).. This data is from Reaction yield outcomes from USPTO patents with 853,638 reactions. (1) The reactants are [Cl:1][C:2]1[C:7]([N+:8]([O-:10])=[O:9])=[CH:6][CH:5]=[C:4]([Cl:11])[C:3]=1[CH2:12][C:13]([OH:15])=O.[NH2:16][C:17]1[CH:24]=[CH:23][CH:22]=[CH:21][C:18]=1[CH:19]=[O:20]. The catalyst is S(Cl)(Cl)=O.ClCCl.CCOC(C)=O. The product is [Cl:1][C:2]1[C:7]([N+:8]([O-:10])=[O:9])=[CH:6][CH:5]=[C:4]([Cl:11])[C:3]=1[CH2:12][C:13]([NH:16][C:17]1[CH:24]=[CH:23][CH:22]=[CH:21][C:18]=1[CH:19]=[O:20])=[O:15]. The yield is 0.886. (2) The reactants are [Br:1][C:2]1[CH:3]=[C:4]([N+:9]([O-:11])=[O:10])[C:5](=O)[NH:6][CH:7]=1.CN(C=O)C.O=P(Cl)(Cl)[Cl:19]. No catalyst specified. The product is [Br:1][C:2]1[CH:3]=[C:4]([N+:9]([O-:11])=[O:10])[C:5]([Cl:19])=[N:6][CH:7]=1. The yield is 0.850. (3) The reactants are [CH:1]1([C:5]2[N:6]=[C:7]([CH2:10][CH2:11][C:12]3[CH:34]=[CH:33][N:15]4[C:16](=[O:32])[C:17](/[CH:27]=[CH:28]/[C:29]([OH:31])=[O:30])=[C:18]([N:20]5[CH2:25][CH2:24]C[CH:22]([OH:26])[CH2:21]5)[N:19]=[C:14]4[CH:13]=3)[S:8][CH:9]=2)[CH2:4][CH2:3][CH2:2]1.C1(C2N=C(CCC3C=CN4C(=O)C(/C=C/C(OC(C)(C)C)=O)=C(N5CCOCC5)N=C4C=3)SC=2)CCC1. No catalyst specified. The product is [CH:1]1([C:5]2[N:6]=[C:7]([CH2:10][CH2:11][C:12]3[CH:34]=[CH:33][N:15]4[C:16](=[O:32])[C:17](/[CH:27]=[CH:28]/[C:29]([OH:31])=[O:30])=[C:18]([N:20]5[CH2:21][CH2:22][O:26][CH2:24][CH2:25]5)[N:19]=[C:14]4[CH:13]=3)[S:8][CH:9]=2)[CH2:2][CH2:3][CH2:4]1. The yield is 0.730. (4) The reactants are [NH:1]1[CH:5]=[CH:4][N:3]=[N:2]1.[H-].[Na+].Br[CH2:9][CH2:10][CH2:11][N:12]1[C:16](=[O:17])[C:15]2=[CH:18][CH:19]=[CH:20][CH:21]=[C:14]2[C:13]1=[O:22].[I-].[K+]. The catalyst is CN(C)C=O.O. The product is [N:1]1[N:2]([CH2:9][CH2:10][CH2:11][N:12]2[C:16](=[O:17])[C:15]3[C:14](=[CH:21][CH:20]=[CH:19][CH:18]=3)[C:13]2=[O:22])[N:3]=[CH:4][CH:5]=1. The yield is 0.470. (5) The catalyst is ClCCl. The yield is 0.720. The product is [CH2:6]([C:9]1([N:22]([CH2:23][C:24]2[CH:32]=[CH:31][CH:30]=[C:29]3[C:25]=2[CH:26]=[CH:27][N:28]3[S:33]([C:36]2[CH:37]=[CH:38][C:39]([CH3:40])=[CH:41][CH:42]=2)(=[O:34])=[O:35])[C:1](=[O:4])[CH:2]=[CH2:3])[CH2:10][CH2:11][N:12]([C:15]([O:17][C:18]([CH3:21])([CH3:20])[CH3:19])=[O:16])[CH2:13][CH2:14]1)[CH:7]=[CH2:8]. The reactants are [C:1](Cl)(=[O:4])[CH:2]=[CH2:3].[CH2:6]([C:9]1([NH:22][CH2:23][C:24]2[CH:32]=[CH:31][CH:30]=[C:29]3[C:25]=2[CH:26]=[CH:27][N:28]3[S:33]([C:36]2[CH:42]=[CH:41][C:39]([CH3:40])=[CH:38][CH:37]=2)(=[O:35])=[O:34])[CH2:14][CH2:13][N:12]([C:15]([O:17][C:18]([CH3:21])([CH3:20])[CH3:19])=[O:16])[CH2:11][CH2:10]1)[CH:7]=[CH2:8].C(N(C(C)C)CC)(C)C.